From a dataset of M1 muscarinic receptor antagonist screen with 61,756 compounds. Binary Classification. Given a drug SMILES string, predict its activity (active/inactive) in a high-throughput screening assay against a specified biological target. (1) The result is 0 (inactive). The drug is Clc1ccc(OCc2n(CC3OCCC3)c3c(n2)cc(S(=O)(=O)N2CCOCC2)cc3)cc1. (2) The compound is O=C1N(C(=O)CC1n1c2c(nc1)cccc2)c1cc(OCC)ccc1. The result is 0 (inactive). (3) The drug is O=c1nc(NCCc2ccccc2)[nH]nc1C. The result is 0 (inactive). (4) The drug is Clc1ccc(C(=O)NC(c2ccc(N(C)C)cc2)CC(O)=O)cc1. The result is 0 (inactive). (5) The molecule is OP(=O)(CCc1ccccc1)C(O)c1ccc(OC)cc1. The result is 0 (inactive). (6) The compound is O=C1N(Cc2c1c(ccc2)C(=O)Nc1c(OCC)cccc1)CCOC. The result is 0 (inactive). (7) The compound is Clc1ccc(c2n(c(SC(C)C(=O)N)nn2)C)cc1. The result is 0 (inactive).